From a dataset of Full USPTO retrosynthesis dataset with 1.9M reactions from patents (1976-2016). Predict the reactants needed to synthesize the given product. The reactants are: C([O:3][C:4](=[O:37])[C:5]([C:8]1[CH:13]=[CH:12][C:11]([CH2:14][N:15]([CH2:25][C:26]2[CH:31]=[CH:30][CH:29]=[C:28]([O:32][CH2:33][C:34]([OH:36])=[O:35])[CH:27]=2)[S:16]([C:19]2[CH:20]=[N:21][CH:22]=[CH:23][CH:24]=2)(=[O:18])=[O:17])=[CH:10][CH:9]=1)([CH3:7])[CH3:6])C.O[Li].O. Given the product [C:34]([CH2:33][O:32][C:28]1[CH:27]=[C:26]([CH:31]=[CH:30][CH:29]=1)[CH2:25][N:15]([CH2:14][C:11]1[CH:12]=[CH:13][C:8]([C:5]([CH3:7])([CH3:6])[C:4]([OH:37])=[O:3])=[CH:9][CH:10]=1)[S:16]([C:19]1[CH:20]=[N:21][CH:22]=[CH:23][CH:24]=1)(=[O:18])=[O:17])([OH:36])=[O:35], predict the reactants needed to synthesize it.